Dataset: Forward reaction prediction with 1.9M reactions from USPTO patents (1976-2016). Task: Predict the product of the given reaction. (1) Given the reactants [NH:1]([C:7]([O:9][CH2:10][C:11]1[CH:16]=[CH:15][CH:14]=[CH:13][CH:12]=1)=[O:8])[CH2:2][CH2:3][C:4](O)=[O:5].C[CH2:18][N:19]=[C:20]=NCCCN(C)C.Cl.OC1C2N=NNC=2C=CC=1.C(N(CC)CC)C.CNC, predict the reaction product. The product is: [CH2:10]([O:9][C:7](=[O:8])[NH:1][CH2:2][CH2:3][C:4](=[O:5])[N:19]([CH3:20])[CH3:18])[C:11]1[CH:16]=[CH:15][CH:14]=[CH:13][CH:12]=1. (2) Given the reactants [C:1]([C:3]1[CH:4]=[CH:5][C:6]([F:27])=[C:7]([N:9]([CH2:16][C:17]2[CH:26]=[CH:25][C:20]3[O:21][CH2:22][CH2:23][O:24][C:19]=3[CH:18]=2)[C:10](=[O:15])[CH2:11][CH:12]([CH3:14])[CH3:13])[CH:8]=1)#[N:2].C[Si]([N:32]=[N+:33]=[N-:34])(C)C.C([Sn](=O)CCCC)CCC, predict the reaction product. The product is: [O:21]1[C:20]2[CH:25]=[CH:26][C:17]([CH2:16][N:9]([C:7]3[CH:8]=[C:3]([C:1]4[NH:34][N:33]=[N:32][N:2]=4)[CH:4]=[CH:5][C:6]=3[F:27])[C:10](=[O:15])[CH2:11][CH:12]([CH3:14])[CH3:13])=[CH:18][C:19]=2[O:24][CH2:23][CH2:22]1.